Dataset: Catalyst prediction with 721,799 reactions and 888 catalyst types from USPTO. Task: Predict which catalyst facilitates the given reaction. (1) Product: [CH3:36][O:35][CH2:34][CH2:33][S:30]([N:27]1[CH2:26][CH2:25][N:24]([C:21]2[CH:20]=[CH:19][C:18]([N:11]3[C:12]4[C:17](=[CH:16][CH:15]=[CH:14][CH:13]=4)[NH:8][CH2:9][CH2:10]3)=[CH:23][CH:22]=2)[CH2:29][CH2:28]1)(=[O:32])=[O:31]. Reactant: C(OC([N:8]1[C:17]2[C:12](=[CH:13][CH:14]=[CH:15][CH:16]=2)[N:11]([C:18]2[CH:23]=[CH:22][C:21]([N:24]3[CH2:29][CH2:28][N:27]([S:30]([CH2:33][CH2:34][O:35][CH3:36])(=[O:32])=[O:31])[CH2:26][CH2:25]3)=[CH:20][CH:19]=2)[CH2:10][CH2:9]1)=O)(C)(C)C.Cl.C(=O)([O-])O.[Na+]. The catalyst class is: 269. (2) Reactant: Cl.[C:2]([O:6][C:7]([NH:9][CH2:10][CH2:11][CH2:12][CH2:13][CH2:14][CH2:15][NH2:16])=[O:8])([CH3:5])([CH3:4])[CH3:3].C(=O)([O-])[O-].[C:21](/[CH:23]=[CH:24]/[S:25]([C:28]1[CH:33]=[CH:32][C:31]([C:34]([CH3:39])([CH3:38])[C:35](O)=[O:36])=[CH:30][CH:29]=1)(=[O:27])=[O:26])#[N:22].ON1C2C=CC=CC=2N=N1.Cl.CN(C)CCCN=C=NCC.C(N(CC)C(C)C)(C)C.C(OC(NCCCCCCN)=O)(C)(C)C. Product: [C:2]([O:6][C:7](=[O:8])[NH:9][CH2:10][CH2:11][CH2:12][CH2:13][CH2:14][CH2:15][NH:16][C:35](=[O:36])[C:34]([C:31]1[CH:30]=[CH:29][C:28]([S:25](/[CH:24]=[CH:23]/[C:21]#[N:22])(=[O:26])=[O:27])=[CH:33][CH:32]=1)([CH3:39])[CH3:38])([CH3:5])([CH3:4])[CH3:3]. The catalyst class is: 2.